From a dataset of Full USPTO retrosynthesis dataset with 1.9M reactions from patents (1976-2016). Predict the reactants needed to synthesize the given product. (1) Given the product [Br:17][CH2:14][C:9]1[CH:10]=[CH:11][CH:12]=[CH:13][C:8]=1[O:7][CH2:3][CH2:4][CH2:5][CH3:6], predict the reactants needed to synthesize it. The reactants are: CO.[CH2:3]([O:7][C:8]1[CH:13]=[CH:12][CH:11]=[CH:10][C:9]=1[CH2:14]O)[CH2:4][CH2:5][CH3:6].P(Br)(Br)[Br:17]. (2) Given the product [F:18][C:19]1[C:24]([C:2]2[N:10]=[C:9]([CH3:11])[N:8]=[C:7]3[C:3]=2[N:4]=[CH:5][N:6]3[CH:12]2[CH2:17][CH2:16][CH2:15][CH2:14][O:13]2)=[CH:23][C:22]([CH:28]=[CH2:29])=[CH:21][N:20]=1, predict the reactants needed to synthesize it. The reactants are: Cl[C:2]1[N:10]=[C:9]([CH3:11])[N:8]=[C:7]2[C:3]=1[N:4]=[CH:5][N:6]2[CH:12]1[CH2:17][CH2:16][CH2:15][CH2:14][O:13]1.[F:18][C:19]1[C:24](B(O)O)=[CH:23][C:22]([CH:28]=[CH2:29])=[CH:21][N:20]=1.C([O-])(=O)C.[K+].O. (3) The reactants are: [Cl:1][C:2]1[CH:21]=[CH:20][C:19]([CH2:22][CH:23]=[CH2:24])=[CH:18][C:3]=1[C:4]([NH:6][CH2:7][C:8]12[CH2:17][CH:12]3[CH2:13][CH:14]([CH2:16][CH:10]([CH2:11]3)[CH2:9]1)[CH2:15]2)=[O:5].N1C=CC=N1.[OH:30]O.O. Given the product [Cl:1][C:2]1[CH:21]=[CH:20][C:19]([CH2:22][CH:23]2[CH2:24][O:30]2)=[CH:18][C:3]=1[C:4]([NH:6][CH2:7][C:8]12[CH2:17][CH:12]3[CH2:13][CH:14]([CH2:16][CH:10]([CH2:11]3)[CH2:9]1)[CH2:15]2)=[O:5], predict the reactants needed to synthesize it. (4) Given the product [Cl:59][C:60]1[CH:72]=[CH:71][C:63]([CH2:64][N:65]2[CH:69]=[C:68]([NH:70][C:13]3[CH:14]=[CH:15][C:10]([S:7]([NH:6][C:2]4[S:1][CH:5]=[CH:4][N:3]=4)(=[O:9])=[O:8])=[N:11][CH:12]=3)[CH:67]=[N:66]2)=[CH:62][CH:61]=1, predict the reactants needed to synthesize it. The reactants are: [S:1]1[CH:5]=[CH:4][N:3]=[C:2]1[NH:6][S:7]([C:10]1[CH:15]=[CH:14][C:13](Br)=[CH:12][N:11]=1)(=[O:9])=[O:8].CC1(C)C2C=CC=C(P(C3C=CC=CC=3)C3C=CC=CC=3)C=2OC2C1=CC=CC=2P(C1C=CC=CC=1)C1C=CC=CC=1.[Cl:59][C:60]1[CH:72]=[CH:71][C:63]([CH2:64][N:65]2[CH:69]=[C:68]([NH2:70])[CH:67]=[N:66]2)=[CH:62][CH:61]=1.CN(C)C(=O)C.CC(C)([O-])C.[Na+]. (5) Given the product [CH3:32][C:23]12[CH2:22][CH2:21][CH:20]3[C:15]([CH3:14])([CH2:16][CH2:17][CH2:18][C:19]3([CH3:34])[CH3:35])[CH:24]1[CH2:25][CH2:26][O:33]2, predict the reactants needed to synthesize it. The reactants are: O.O.O.O.O.O.O.S([O-])([O-])(=O)=O.[Mg+2].[CH3:14][C@@:15]12[C@@H:24]([CH2:25][CH2:26][C@@](O)(C=C)C)[C@@:23]([OH:33])([CH3:32])[CH2:22][CH2:21][C@H:20]1[C:19]([CH3:35])([CH3:34])[CH2:18][CH2:17][CH2:16]2. (6) Given the product [CH3:1][O:2][C:3](=[O:38])[C:4]([CH3:36])([CH3:37])[C:5]1[CH:10]=[CH:9][C:8]([C:11](=[O:35])[CH2:12][CH2:13][CH2:14][N:15]2[CH2:20][CH2:19][CH:18]([C:21]([OH:34])([C:22]3[CH:23]=[CH:24][CH:25]=[CH:26][CH:27]=3)[C:28]3[CH:33]=[CH:32][CH:31]=[CH:30][CH:29]=3)[CH2:17][CH2:16]2)=[CH:7][CH:6]=1, predict the reactants needed to synthesize it. The reactants are: [CH3:1][O:2][C:3](=[O:38])[C:4]([CH3:37])([CH3:36])[C:5]1[CH:10]=[CH:9][C:8]([CH:11]([OH:35])[CH2:12][CH2:13][CH2:14][N:15]2[CH2:20][CH2:19][CH:18]([C:21]([OH:34])([C:28]3[CH:33]=[CH:32][CH:31]=[CH:30][CH:29]=3)[C:22]3[CH:27]=[CH:26][CH:25]=[CH:24][CH:23]=3)[CH2:17][CH2:16]2)=[CH:7][CH:6]=1.CC(C)=O.OS(O)(=O)=O.O=[Cr](=O)=O. (7) Given the product [C:12]([C:14]1[CH:19]=[CH:18][C:17]([NH:20][C:21]2[C:29]([F:30])=[C:28]([F:31])[CH:27]=[CH:26][C:22]=2[C:23]([C:3]2[N:2]([CH3:1])[CH:6]=[CH:5][N:4]=2)=[O:24])=[C:16]([F:32])[CH:15]=1)#[CH:13], predict the reactants needed to synthesize it. The reactants are: [CH3:1][N:2]1[CH:6]=[CH:5][N:4]=[CH:3]1.C([Li])CCC.[C:12]([C:14]1[CH:19]=[CH:18][C:17]([NH:20][C:21]2[C:29]([F:30])=[C:28]([F:31])[CH:27]=[CH:26][C:22]=2[C:23](O)=[O:24])=[C:16]([F:32])[CH:15]=1)#[CH:13]. (8) The reactants are: Br[C:2]1[CH:3]=[C:4]([O:8][C:9]2[CH:10]=[CH:11][C:12]3[N:13]([CH:15]=[C:16]([NH:18][C:19]([CH:21]4[CH2:23][CH2:22]4)=[O:20])[N:17]=3)[N:14]=2)[CH:5]=[N:6][CH:7]=1.[F:24][C:25]([F:36])([F:35])[C:26]1[CH:27]=[C:28]([CH:32]=[CH:33][CH:34]=1)[C:29]([NH2:31])=[O:30].C(=O)([O-])[O-].[K+].[K+]. Given the product [CH:21]1([C:19]([NH:18][C:16]2[N:17]=[C:12]3[CH:11]=[CH:10][C:9]([O:8][C:4]4[CH:3]=[C:2]([NH:31][C:29](=[O:30])[C:28]5[CH:32]=[CH:33][CH:34]=[C:26]([C:25]([F:35])([F:36])[F:24])[CH:27]=5)[CH:7]=[N:6][CH:5]=4)=[N:14][N:13]3[CH:15]=2)=[O:20])[CH2:23][CH2:22]1, predict the reactants needed to synthesize it. (9) The reactants are: [N+:1]([C:4]1[CH:5]=[C:6]2[C:10](=[CH:11][CH:12]=1)[NH:9][CH:8]=[C:7]2[C:13]1[CH2:18][CH2:17][N:16](C(OC(C)(C)C)=O)[CH2:15][CH:14]=1)([O-:3])=[O:2].Cl.[C:27]([O-])(O)=O.[Na+]. Given the product [CH3:27][N:9]1[C:10]2[C:6](=[CH:5][C:4]([N+:1]([O-:3])=[O:2])=[CH:12][CH:11]=2)[C:7]([C:13]2[CH2:18][CH2:17][NH:16][CH2:15][CH:14]=2)=[CH:8]1, predict the reactants needed to synthesize it.